From a dataset of Full USPTO retrosynthesis dataset with 1.9M reactions from patents (1976-2016). Predict the reactants needed to synthesize the given product. (1) Given the product [Cl:1][C:2]1[CH:3]=[CH:4][C:5]([CH2:6][CH2:7][C:8]2[CH:13]=[CH:12][C:11]([O:14][C:19](=[O:20])[N:18]([CH3:17])[C:22]3[CH:27]=[CH:26][CH:25]=[CH:24][CH:23]=3)=[CH:10][CH:9]=2)=[CH:15][CH:16]=1, predict the reactants needed to synthesize it. The reactants are: [Cl:1][C:2]1[CH:16]=[CH:15][C:5]([CH2:6][CH2:7][C:8]2[CH:13]=[CH:12][C:11]([OH:14])=[CH:10][CH:9]=2)=[CH:4][CH:3]=1.[CH3:17][N:18]([C:22]1[CH:27]=[CH:26][CH:25]=[CH:24][CH:23]=1)[C:19](Cl)=[O:20]. (2) Given the product [ClH:49].[F:29][C:26]([F:27])([F:28])[C:21]1[CH:22]=[CH:23][CH:24]=[CH:25][C:20]=1[CH:19]([O:18][CH:16]1[CH2:17][NH:14][CH2:15]1)[C:30]1[CH:35]=[CH:34][C:33]([F:36])=[CH:32][CH:31]=1, predict the reactants needed to synthesize it. The reactants are: C([N:14]1[CH2:17][CH:16]([O:18][CH:19]([C:30]2[CH:35]=[CH:34][C:33]([F:36])=[CH:32][CH:31]=2)[C:20]2[CH:25]=[CH:24][CH:23]=[CH:22][C:21]=2[C:26]([F:29])([F:28])[F:27])[CH2:15]1)(C1C=CC=CC=1)C1C=CC=CC=1.Cl.FC(F)(F)C1C=CC=CC=1C(OC1CNC1)C1C=CC([Cl:49])=CC=1.